This data is from Full USPTO retrosynthesis dataset with 1.9M reactions from patents (1976-2016). The task is: Predict the reactants needed to synthesize the given product. (1) Given the product [Cl:24][C:21]1[CH:22]=[CH:23][C:18]([N:3]2[C:4](=[O:17])[C:5]3[CH:10]=[N:9][N:8]([C:11]4[CH:16]=[CH:15][CH:14]=[CH:13][CH:12]=4)[C:6]=3[N:7]=[C:2]2[N:34]2[CH2:35][CH2:36][N:31]([C:25]3[CH:30]=[CH:29][CH:28]=[CH:27][CH:26]=3)[CH2:32][CH2:33]2)=[CH:19][CH:20]=1, predict the reactants needed to synthesize it. The reactants are: Cl[C:2]1[N:3]([C:18]2[CH:23]=[CH:22][C:21]([Cl:24])=[CH:20][CH:19]=2)[C:4](=[O:17])[C:5]2[CH:10]=[N:9][N:8]([C:11]3[CH:16]=[CH:15][CH:14]=[CH:13][CH:12]=3)[C:6]=2[N:7]=1.[C:25]1([N:31]2[CH2:36][CH2:35][NH:34][CH2:33][CH2:32]2)[CH:30]=[CH:29][CH:28]=[CH:27][CH:26]=1. (2) Given the product [C:13](/[C:9](/[N:5]([CH:6]([CH3:7])[CH3:8])[C:1](=[O:4])[CH2:2][CH3:3])=[CH:10]\[NH2:11])(=[O:12])[CH3:14], predict the reactants needed to synthesize it. The reactants are: [C:1]([N:5]([C:9]1[CH:10]=[N:11][O:12][C:13]=1[CH3:14])[CH:6]([CH3:8])[CH3:7])(=[O:4])[CH2:2][CH3:3]. (3) The reactants are: C([O:5][C:6](=[O:18])[CH2:7][O:8][C:9]1[CH:14]=[CH:13][C:12]([Cl:15])=[CH:11][C:10]=1[C:16]#[CH:17])(C)(C)C.Br[C:20]1[CH:25]=[C:24]([S:26]([CH:29]([CH3:31])[CH3:30])(=[O:28])=[O:27])[CH:23]=[CH:22][C:21]=1[CH3:32]. Given the product [Cl:15][C:12]1[CH:13]=[CH:14][C:9]([O:8][CH2:7][C:6]([OH:5])=[O:18])=[C:10]([C:16]#[C:17][C:22]2[CH:23]=[C:24]([S:26]([CH:29]([CH3:30])[CH3:31])(=[O:27])=[O:28])[CH:25]=[CH:20][C:21]=2[CH3:32])[CH:11]=1, predict the reactants needed to synthesize it. (4) Given the product [O:6]1[C:10]([C:11]2[CH:12]=[C:13]([NH:14][C:2](=[O:3])[O:4][CH3:5])[CH:15]=[CH:16][CH:17]=2)=[CH:9][N:8]=[CH:7]1, predict the reactants needed to synthesize it. The reactants are: Cl[C:2]([O:4][CH3:5])=[O:3].[O:6]1[C:10]([C:11]2[CH:12]=[C:13]([CH:15]=[CH:16][CH:17]=2)[NH2:14])=[CH:9][N:8]=[CH:7]1. (5) Given the product [C:35]1([P:46]([C:15]2[CH:16]=[CH:17][CH:18]=[CH:19][CH:20]=2)[C-:51]2[CH:52]=[CH:53][CH:54]=[CH:55]2)[CH:36]=[CH:37][CH:38]=[CH:39][CH:40]=1.[C-:51]1([P:46]([C:42]2[CH:22]=[CH:21][CH:45]=[CH:44][CH:43]=2)[C:47]2[CH:2]=[CH:1][CH:50]=[CH:49][CH:48]=2)[CH:58]=[CH:54][CH:53]=[CH:52]1.[Fe+2:41], predict the reactants needed to synthesize it. The reactants are: [C:1]1(OP(O[C:15]2[CH:20]=[CH:19][CH:18]=[CH:17][CH:16]=2)[C-]2C=CC=C2)C=CC=C[CH:2]=1.[C-:21]1(P(O[C:35]2[CH:40]=[CH:39][CH:38]=[CH:37][CH:36]=2)OC2C=CC=CC=2)C=CC=[CH:22]1.[Fe+2:41].[CH2:42]([P:46]([CH2:51][CH2:52][CH2:53][CH3:54])[CH2:47][CH2:48][CH2:49][CH3:50])[CH2:43][CH2:44][CH3:45].[C:55](#N)C.[CH2:58]1COCC1. (6) Given the product [F:1][C:2]1[CH:7]=[C:6]([F:8])[CH:5]=[CH:4][C:3]=1[N:9]1[C:13]([C:14]2[S:23][C:22]3[C:21]4[N:24]=[C:25]([CH2:28][CH2:29][CH:30]([OH:32])[CH3:31])[CH:26]=[CH:27][C:20]=4[O:19][CH2:18][CH2:17][C:16]=3[CH:15]=2)=[N:12][CH:11]=[N:10]1, predict the reactants needed to synthesize it. The reactants are: [F:1][C:2]1[CH:7]=[C:6]([F:8])[CH:5]=[CH:4][C:3]=1[N:9]1[C:13]([C:14]2[S:23][C:22]3[C:21]4[N:24]=[C:25]([C:28]#[C:29][CH:30]([OH:32])[CH3:31])[CH:26]=[CH:27][C:20]=4[O:19][CH2:18][CH2:17][C:16]=3[CH:15]=2)=[N:12][CH:11]=[N:10]1.ClC1C=CC2OCCC3C=C(C4N(C5C=CC(F)=CC=5F)N=CN=4)SC=3C=2N=1.CC(O)C#C.